This data is from Reaction yield outcomes from USPTO patents with 853,638 reactions. The task is: Predict the reaction yield, written as a fraction of the theoretical maximum amount of product (1.0 means a 100% yield; for example, 0.34 means a 34% yield). The reactants are [C:1]([C:5]1[CH:18]=[CH:17][C:8]([C:9]([NH:11][C:12]([CH3:16])([CH3:15])[CH2:13][OH:14])=O)=[CH:7][CH:6]=1)([CH3:4])([CH3:3])[CH3:2].CCOCC. The catalyst is S(Cl)(Cl)=O. The product is [C:1]([C:5]1[CH:18]=[CH:17][C:8]([C:9]2[O:14][CH2:13][C:12]([CH3:16])([CH3:15])[N:11]=2)=[CH:7][CH:6]=1)([CH3:4])([CH3:3])[CH3:2]. The yield is 0.408.